From a dataset of Experimentally validated miRNA-target interactions with 360,000+ pairs, plus equal number of negative samples. Binary Classification. Given a miRNA mature sequence and a target amino acid sequence, predict their likelihood of interaction. (1) The miRNA is hsa-miR-548az-5p with sequence CAAAAGUGAUUGUGGUUUUUGC. The protein sequence of the target gene is MSPGGKFDFDDGGCYVGGWEAGRAHGYGVCTGPGAQGEYSGCWAHGFESLGVFTGPGGHSYQGHWQQGKREGLGVERKSRWTYRGEWLGGLKGRSGVWESVSGLRYAGLWKDGFQDGYGTETYSDGGTYQGQWQAGKRHGYGVRQSVPYHQAALLRSPRRTSLDSGHSDPPTPPPPLPLPGDEGGSPASGSRGGFVLAGPGDADGASSRKRTPAAGGFFRRSLLLSGLRAGGRRSSLGSKRGSLRSEVSSEVGSTGPPGSEASGPPIPAPPALIEGSATEVYAGEWRADRRSGYGVSQRS.... Result: 0 (no interaction). (2) The miRNA is mmu-miR-3113-5p with sequence GUCCUGGCCCUGGUCCGGGUCC. The protein sequence of the target gene is MAEQVALSRTQVCGILREELYQGDAFHQADTHIFIIMGASGDLAKKKIYPTIWWLFRDGLLPEDTFIVGYARSRLTVDDIRKQSEPFFKVTPEERPKLEEFFARNSYVAGQYDDPASYKHLNSHMNALHQGMQANRLFYLALPPTVYEAVTKNIQEICMSQTGWNRIIVEKPFGRDLQSSNQLSNHISSLFREDQIYRIDHYLGKEMVQNLMVLRFANRIFGPIWNRDNIACVILTFKEPFGTEGRGGYFDEFGIIRDVMQNHLLQMLCLVAMEKPASTDSDDVRDEKVKVLKCISEVET.... Result: 0 (no interaction). (3) The miRNA is mmu-miR-7650-3p with sequence GUUUUGAUAUAUACAAGAAGGA. The protein sequence of the target gene is MPAPIRLRELIRTIRTARTQAEEREMIQKECAAIRSSFREEDNTYRCRNVAKLLYMHMLGYPAHFGQLECLKLIASQKFTDKRIGYLGAMLLLDERQDVHLLMTNCIKNDLNHSTQFVQGLALCTLGCMGSSEMCRDLAGEVEKLLKTSNSYLRKKAALCAVHVIRKVPELMEMFLPATKNLLNEKNHGVLHTSVVLLTEMCERSPDMLAHFRKLVPQLVRILKNLIMSGYSPEHDVSGISDPFLQVRILRLLRILGRNDDDSSEAMNDILAQVATNTETSKNVGNAILYETVLTIMDIK.... Result: 0 (no interaction). (4) The miRNA is hsa-miR-216a-5p with sequence UAAUCUCAGCUGGCAACUGUGA. The protein sequence of the target gene is MDESALTLGTIDVSYLPNSSEYSIGRCKHATEEWGECGSRPTVFRSATLKWKESLMSRKRPFVGRCCYSCTPQSWDKFFNPSIPSLGLRNVIYINETHTRHRGWLARRLSYVLFIQERDVHKGMFATNVTENVLNSSRVQEAIAEVAGELNPDGSAQQQSKAVNKVKKKARKILQEMVATVSPAMIRLTGWVLLKLFNSFFWNIQIHKGQLEMVKAATETNLPLIFLPVHRSHIDYLLLTFILFCHNIKAPYIASGNNLNIPIFSTLIHKLGGFFIRRRLDETPDGRKDILYRALLHGHI.... Result: 0 (no interaction). (5) The miRNA is mmu-miR-24-3p with sequence UGGCUCAGUUCAGCAGGAACAG. The protein sequence of the target gene is MSKYLRTSHPSPLICRPILTFSSLHILTAFLISGNSSYINWSVTIILLILGLYACHRFLNMKKLTRDAQEPLLPHIRPSTRNKIRKYIYGTIFILSIFLLYRSLNSPDTSKHGIGRNGDFIEYEPKAGPTIKEPVENIVKLDVYMEAQCPDTSRFFRQQLKKAWDILGRLNRIELNVIPFGKARCTEKGNDFECQCQHGPTECQINQLMNCVIDRFGFPHRYLPGVLCMQGKYSLDEAMKCVTENYPSEYERMRECASGTRGRRLLALSGQKTASLTPAIDFIPWIVINGSRNSDALYDL.... Result: 0 (no interaction). (6) The miRNA is hsa-miR-6893-5p with sequence CAGGCAGGUGUAGGGUGGAGC. The protein sequence of the target gene is MAQEKMKLGFKSLPSSTTADGNILRRVNSAPLINGLGFNSQVLQADMLRIRTNRTTFRNRRSLLLPPPPFHGSISRLHQIKQEEAMDLINRETMSEWKLQSEIQISHSWEEGLKLVKWHFNINQKRFSKAQPTCFLLILPNCQKIMCIYFQLLLMETTAMLDLLVIRQLKSALSQTLLCHLLILVLICSSRQTFN. Result: 0 (no interaction). (7) The miRNA is hsa-miR-5589-5p with sequence GGCUGGGUGCUCUUGUGCAGU. The protein sequence of the target gene is MEQRPRGCAAVAAALLLVLLGARAQGGTRSPRCDCAGDFHKKIGLFCCRGCPAGHYLKAPCTEPCGNSTCLVCPQDTFLAWENHHNSECARCQACDEQASQVALENCSAVADTRCGCKPGWFVECQVSQCVSSSPFYCQPCLDCGALHRHTRLLCSRRDTDCGTCLPGFYEHGDGCVSCPTSTLGSCPERCAAVCGWRQMFWVQVLLAGLVVPLLLGATLTYTYRHCWPHKPLVTADEAGMEALTPPPATHLSPLDSAHTLLAPPDSSEKICTVQLVGNSWTPGYPETQEALCPQVTWSW.... Result: 0 (no interaction).